From a dataset of Peptide-MHC class II binding affinity with 134,281 pairs from IEDB. Regression. Given a peptide amino acid sequence and an MHC pseudo amino acid sequence, predict their binding affinity value. This is MHC class II binding data. The peptide sequence is VTMNDVKIEYSGTNN. The MHC is HLA-DPA10103-DPB10301 with pseudo-sequence HLA-DPA10103-DPB10301. The binding affinity (normalized) is 0.